From a dataset of Full USPTO retrosynthesis dataset with 1.9M reactions from patents (1976-2016). Predict the reactants needed to synthesize the given product. (1) Given the product [Br:13][CH:2]1[CH2:3][CH2:4][CH2:5][C:6]2([CH2:7][CH2:8][CH2:9][CH2:10][CH2:11]2)[C:1]1=[O:12], predict the reactants needed to synthesize it. The reactants are: [C:1]1(=[O:12])[C:6]2([CH2:11][CH2:10][CH2:9][CH2:8][CH2:7]2)[CH2:5][CH2:4][CH2:3][CH2:2]1.[Br:13]C1CC(C(C)C)CCC1=O. (2) Given the product [CH3:18][C:17]1[C:16]2[C:11](=[CH:12][C:13]([C:19]([F:20])([F:21])[F:22])=[CH:14][CH:15]=2)[N:10]=[C:9](/[CH:23]=[CH:24]/[CH3:25])[C:8]=1[C:6]([OH:7])=[O:5], predict the reactants needed to synthesize it. The reactants are: [OH-].[Na+].C([O:5][C:6]([C:8]1[C:9](/[CH:23]=[CH:24]/[CH3:25])=[N:10][C:11]2[C:16]([C:17]=1[CH3:18])=[CH:15][CH:14]=[C:13]([C:19]([F:22])([F:21])[F:20])[CH:12]=2)=[O:7])C. (3) Given the product [Br:1][C:2]1[N:11]=[C:10]([C:12]([O:14][CH3:15])=[O:13])[C:9]([O:16][S:24]([C:21]2[CH:22]=[CH:23][C:18]([CH3:17])=[CH:19][CH:20]=2)(=[O:26])=[O:25])=[C:8]2[C:3]=1[CH:4]=[CH:5][CH:6]=[N:7]2, predict the reactants needed to synthesize it. The reactants are: [Br:1][C:2]1[N:11]=[C:10]([C:12]([O:14][CH3:15])=[O:13])[C:9]([OH:16])=[C:8]2[C:3]=1[CH:4]=[CH:5][CH:6]=[N:7]2.[CH3:17][C:18]1[CH:23]=[CH:22][C:21]([S:24](Cl)(=[O:26])=[O:25])=[CH:20][CH:19]=1.CO.O. (4) Given the product [NH2:10][C:4]1[CH:3]=[C:2]([C:17]2[C:12]([CH3:11])=[C:13]([NH:27][C:28]([C:30]3[S:34][C:33]4[CH2:35][CH2:36][CH2:37][CH2:38][C:32]=4[CH:31]=3)=[O:29])[CH:14]=[CH:15][CH:16]=2)[CH:7]=[N:6][C:5]=1[O:8][CH3:9], predict the reactants needed to synthesize it. The reactants are: Br[C:2]1[CH:3]=[C:4]([NH2:10])[C:5]([O:8][CH3:9])=[N:6][CH:7]=1.[CH3:11][C:12]1[C:17](B2OC(C)(C)C(C)(C)O2)=[CH:16][CH:15]=[CH:14][C:13]=1[NH:27][C:28]([C:30]1[S:34][C:33]2[CH2:35][CH2:36][CH2:37][CH2:38][C:32]=2[CH:31]=1)=[O:29].BrC1C(=O)N(C)C=C(Br)C=1. (5) Given the product [NH2:10][C:9]1[N:14]=[CH:13][C:6]([C:28]2[N:33]=[CH:32][N:31]=[C:30]([NH:34][C:35]3[CH:36]=[C:37]([CH2:41][S:42]([NH2:45])(=[O:44])=[O:43])[CH:38]=[CH:39][CH:40]=3)[N:29]=2)=[CH:5][CH:4]=1, predict the reactants needed to synthesize it. The reactants are: COC1C=C[CH:6]=[CH:5][C:4]=1[C:9]1[N:14]=[CH:13]N=C(NC2C=C(CS(N)(=O)=O)C=CC=2)[N:10]=1.Cl[C:28]1[N:33]=[CH:32][N:31]=[C:30]([NH:34][C:35]2[CH:36]=[C:37]([CH2:41][S:42]([NH2:45])(=[O:44])=[O:43])[CH:38]=[CH:39][CH:40]=2)[N:29]=1.CC1(C)C(C)(C)OB(C2C=CC(N)=NC=2)O1. (6) Given the product [C:1]([O:5][C:6]([N:8]1[CH2:13][CH2:12][N:11]2[C:14]([C:18]#[N:20])=[CH:15][CH:16]=[C:10]2[CH:9]1[CH3:17])=[O:7])([CH3:4])([CH3:2])[CH3:3], predict the reactants needed to synthesize it. The reactants are: [C:1]([O:5][C:6]([N:8]1[CH2:13][CH2:12][N:11]2[CH:14]=[CH:15][CH:16]=[C:10]2[CH:9]1[CH3:17])=[O:7])([CH3:4])([CH3:3])[CH3:2].[CH2:18]([N:20](CC)CC)C.C1(C)C=CC=CC=1. (7) Given the product [C:46]([O:45][C:43]([N:37]1[C@H:38]([CH2:41][N:23]2[C:22]([C:20]([O:19][CH2:17][CH3:18])=[O:21])=[CH:26][C:25]([CH2:27][O:28][C:29]3[CH:34]=[CH:33][CH:32]=[CH:31][CH:30]=3)=[N:24]2)[CH2:39][O:40][C:36]1([CH3:35])[CH3:50])=[O:44])([CH3:49])([CH3:47])[CH3:48], predict the reactants needed to synthesize it. The reactants are: N(C(OC(C)(C)C)=O)=NC(OC(C)(C)C)=O.[CH2:17]([O:19][C:20]([C:22]1[NH:23][N:24]=[C:25]([CH2:27][O:28][C:29]2[CH:34]=[CH:33][CH:32]=[CH:31][CH:30]=2)[CH:26]=1)=[O:21])[CH3:18].[CH3:35][C:36]1([CH3:50])[O:40][CH2:39][C@@H:38]([CH2:41]O)[N:37]1[C:43]([O:45][C:46]([CH3:49])([CH3:48])[CH3:47])=[O:44].C1(P(C2C=CC=CC=2)C2C=CC=CC=2)C=CC=CC=1.